Dataset: Full USPTO retrosynthesis dataset with 1.9M reactions from patents (1976-2016). Task: Predict the reactants needed to synthesize the given product. (1) Given the product [OH:27][C@H:24]1[CH2:25][CH2:26][N:22]([C:3]2[C:2]([C:32]3[CH:33]=[N:28][CH:29]=[N:30][CH:31]=3)=[CH:21][C:6]([C:7]([NH:9][C:10]3[CH:15]=[CH:14][C:13]([O:16][C:17]([F:20])([F:19])[F:18])=[CH:12][CH:11]=3)=[O:8])=[CH:5][N:4]=2)[CH2:23]1, predict the reactants needed to synthesize it. The reactants are: Br[C:2]1[C:3]([N:22]2[CH2:26][CH2:25][C@H:24]([OH:27])[CH2:23]2)=[N:4][CH:5]=[C:6]([CH:21]=1)[C:7]([NH:9][C:10]1[CH:15]=[CH:14][C:13]([O:16][C:17]([F:20])([F:19])[F:18])=[CH:12][CH:11]=1)=[O:8].[N:28]1[CH:33]=[C:32](B(O)O)[CH:31]=[N:30][CH:29]=1.C([O-])(O)=O.[Na+]. (2) Given the product [C:1]([O:5][C:6]([N:8]1[CH2:9][CH2:10][CH:11]([O:14][C@@H:15]([C:17]2[O:19][N:27]=[C:25]([C:24]3[CH:23]=[N:22][C:21]([Cl:20])=[CH:30][CH:29]=3)[N:26]=2)[CH3:16])[CH2:12][CH2:13]1)=[O:7])([CH3:2])([CH3:3])[CH3:4], predict the reactants needed to synthesize it. The reactants are: [C:1]([O:5][C:6]([N:8]1[CH2:13][CH2:12][CH:11]([O:14][C@@H:15]([C:17]([OH:19])=O)[CH3:16])[CH2:10][CH2:9]1)=[O:7])([CH3:4])([CH3:3])[CH3:2].[Cl:20][C:21]1[CH:30]=[CH:29][C:24]([C:25]([NH:27]O)=[NH:26])=[CH:23][N:22]=1. (3) The reactants are: [Br:1]Br.C1C=CC(P(C2C=CC=CC=2)C2C=CC=CC=2)=CC=1.[CH2:22]([O:29][C:30]1[CH:31]=[C:32]([CH2:38]O)[CH:33]=[CH:34][C:35]=1[O:36][CH3:37])[C:23]1[CH:28]=[CH:27][CH:26]=[CH:25][CH:24]=1.CCOCC. Given the product [CH2:22]([O:29][C:30]1[CH:31]=[C:32]([CH2:38][Br:1])[CH:33]=[CH:34][C:35]=1[O:36][CH3:37])[C:23]1[CH:28]=[CH:27][CH:26]=[CH:25][CH:24]=1, predict the reactants needed to synthesize it. (4) Given the product [O:1]([C:3]1[CH:4]=[C:5]2[C:13](=[O:14])[O:15][C:8](=[O:10])[CH2:7][C:6]2=[CH:11][CH:12]=1)[CH3:2], predict the reactants needed to synthesize it. The reactants are: [O:1]([C:3]1[CH:4]=[C:5]([C:13]([OH:15])=[O:14])[C:6](=[CH:11][CH:12]=1)[CH2:7][C:8]([OH:10])=O)[CH3:2].C(OC(=O)C)(=O)C. (5) Given the product [CH2:15]([O:2][C:1]1[CH:3]=[C:4]([OH:5])[CH:6]=[CH:7][CH:8]=1)[C:16]1[CH:21]=[CH:20][CH:19]=[CH:18][CH:17]=1, predict the reactants needed to synthesize it. The reactants are: [C:1]1([CH:8]=[CH:7][CH:6]=[C:4]([OH:5])[CH:3]=1)[OH:2].C(=O)([O-])[O-].[K+].[K+].[CH2:15](Br)[C:16]1[CH:21]=[CH:20][CH:19]=[CH:18][CH:17]=1.C(OCC)(=O)C.